Dataset: Full USPTO retrosynthesis dataset with 1.9M reactions from patents (1976-2016). Task: Predict the reactants needed to synthesize the given product. (1) Given the product [I:18][C:15]1[N:3]2[C:2]([S:1][C:5]([NH:6][C:7]3[CH:12]=[CH:11][C:10]([O:13][CH3:14])=[CH:9][CH:8]=3)=[N:4]2)=[N:17][CH:16]=1, predict the reactants needed to synthesize it. The reactants are: [S:1]1[C:5]([NH:6][C:7]2[CH:12]=[CH:11][C:10]([O:13][CH3:14])=[CH:9][CH:8]=2)=[N:4][N:3]2[CH:15]=[CH:16][N:17]=[C:2]12.[I:18]N1C(=O)CCC1=O. (2) Given the product [CH2:15]([O:14][CH2:13][C@H:11]1[O:10][N:9]=[C:8]([C:5]2[N:6]=[CH:7][C:2]([C:25]3[CH:24]=[CH:23][C:22]([N:35]4[CH2:39][C@@H:38]([CH2:40][N:41]5[CH:45]=[CH:44][N:43]=[N:42]5)[O:37][C:36]4=[O:46])=[CH:21][C:20]=3[F:19])=[CH:3][CH:4]=2)[CH2:12]1)[CH3:16], predict the reactants needed to synthesize it. The reactants are: Br[C:2]1[CH:3]=[CH:4][C:5]([C:8]2[CH2:12][C@@H:11]([CH2:13][O:14][CH2:15][CH2:16]OC)[O:10][N:9]=2)=[N:6][CH:7]=1.[F:19][C:20]1[CH:21]=[C:22]([N:35]2[CH2:39][C@H:38]([CH2:40][N:41]3[CH:45]=[CH:44][N:43]=[N:42]3)[O:37][C:36]2=[O:46])[CH:23]=[CH:24][C:25]=1B1OC(C)(C)C(C)(C)O1.C(=O)([O-])[O-].[K+].[K+].